The task is: Predict which catalyst facilitates the given reaction.. This data is from Catalyst prediction with 721,799 reactions and 888 catalyst types from USPTO. (1) Reactant: C[O:2][C:3](=[O:29])[CH2:4][C:5]1[C:6]2[CH:13]=[C:12]([CH3:14])[C:11]([O:15][CH2:16][C:17]3[CH:21]=[C:20]([C:22]4[CH:27]=[CH:26][C:25]([Cl:28])=[CH:24][CH:23]=4)[O:19][N:18]=3)=[CH:10][C:7]=2[S:8][CH:9]=1.[OH-].[K+].OP(O)(O)=O. Product: [CH3:14][C:12]1[C:11]([O:15][CH2:16][C:17]2[CH:21]=[C:20]([C:22]3[CH:23]=[CH:24][C:25]([Cl:28])=[CH:26][CH:27]=3)[O:19][N:18]=2)=[CH:10][C:7]2[S:8][CH:9]=[C:5]([CH2:4][C:3]([OH:29])=[O:2])[C:6]=2[CH:13]=1. The catalyst class is: 7. (2) Reactant: C([NH:8][C:9]1[C:14]([N+:15]([O-])=O)=[C:13]([O:18][CH2:19][CH2:20][O:21][CH3:22])[CH:12]=[CH:11][N:10]=1)C1C=CC=CC=1. Product: [NH2:8][C:9]1[C:14]([NH2:15])=[C:13]([O:18][CH2:19][CH2:20][O:21][CH3:22])[CH:12]=[CH:11][N:10]=1. The catalyst class is: 750.